The task is: Predict the product of the given reaction.. This data is from Forward reaction prediction with 1.9M reactions from USPTO patents (1976-2016). (1) Given the reactants [CH3:1][C:2]1[C:6]([C:7]2[CH:8]=[C:9](I)[C:10]3[N:14]=[C:13]([NH:15][S:16]([C:19]4[CH:24]=[CH:23][CH:22]=[CH:21][CH:20]=4)(=[O:18])=[O:17])[NH:12][C:11]=3[CH:25]=2)=[C:5]([CH3:27])[O:4][N:3]=1.[CH3:28][C:29]1[C:30](B(O)O)=[C:31]2[C:36](=[CH:37][CH:38]=1)[N:35]=[CH:34][CH:33]=[CH:32]2.N12CCCN=C1CCCCC2.[Cl-].[NH4+], predict the reaction product. The product is: [CH3:1][C:2]1[C:6]([C:7]2[CH:8]=[C:9]([C:30]3[C:29]([CH3:28])=[CH:38][CH:37]=[C:36]4[C:31]=3[CH:32]=[CH:33][CH:34]=[N:35]4)[C:10]3[N:14]=[C:13]([NH:15][S:16]([C:19]4[CH:24]=[CH:23][CH:22]=[CH:21][CH:20]=4)(=[O:18])=[O:17])[NH:12][C:11]=3[CH:25]=2)=[C:5]([CH3:27])[O:4][N:3]=1. (2) Given the reactants C1(C)C=CC=CC=1.[CH3:8][C:9]1[C:10](B2OC(C)(C)C(C)(C)O2)=[C:11]([CH:16]=[CH:17][CH:18]=1)[C:12]([O:14][CH3:15])=[O:13].[Br:28][C:29]1[CH:34]=[CH:33][C:32](I)=[CH:31][C:30]=1[CH3:36].C([O-])([O-])=O.[Na+].[Na+], predict the reaction product. The product is: [Br:28][C:29]1[CH:34]=[CH:33][C:32]([C:10]2[C:11]([C:12]([O:14][CH3:15])=[O:13])=[CH:16][CH:17]=[CH:18][C:9]=2[CH3:8])=[CH:31][C:30]=1[CH3:36].